From a dataset of Reaction yield outcomes from USPTO patents with 853,638 reactions. Predict the reaction yield, written as a fraction of the theoretical maximum amount of product (1.0 means a 100% yield; for example, 0.34 means a 34% yield). (1) The reactants are [F:1][C:2]1[CH:7]=[CH:6][CH:5]=[C:4]([F:8])[N:3]=1.[B:9]1([B:9]2[O:13][C:12]([CH3:15])([CH3:14])[C:11]([CH3:17])([CH3:16])[O:10]2)[O:13][C:12]([CH3:15])([CH3:14])[C:11]([CH3:17])([CH3:16])[O:10]1. The catalyst is CC(OC)(C)C.C[O-].C[O-].C1CC=CCCC=C1.C1CC=CCCC=C1.[Ir].[Ir].N1C2C(=CC=C3C=2N=CC=C3)C=CC=1. The product is [F:1][C:2]1[CH:7]=[C:6]([B:9]2[O:13][C:12]([CH3:15])([CH3:14])[C:11]([CH3:17])([CH3:16])[O:10]2)[CH:5]=[C:4]([F:8])[N:3]=1. The yield is 0.383. (2) No catalyst specified. The reactants are [CH:1](=[O:5])/[CH:2]=[CH:3]/[CH3:4].[BrH:6].[CH2:7](O)[CH2:8][CH2:9][OH:10]. The product is [Br:6][CH:3]([CH3:4])[CH2:2][CH:1]1[O:10][CH2:9][CH2:8][CH2:7][O:5]1. The yield is 0.0140.